From a dataset of Full USPTO retrosynthesis dataset with 1.9M reactions from patents (1976-2016). Predict the reactants needed to synthesize the given product. (1) Given the product [Br:7][C:8]1[CH:13]=[CH:12][CH:11]=[CH:10][C:9]=1[S:14][CH2:19][CH:18]([O:21][CH2:22][CH3:23])[O:17][CH2:15][CH3:16], predict the reactants needed to synthesize it. The reactants are: C([O-])([O-])=O.[K+].[K+].[Br:7][C:8]1[CH:13]=[CH:12][CH:11]=[CH:10][C:9]=1[SH:14].[CH2:15]([O:17][CH:18]([O:21][CH2:22][CH3:23])[CH2:19]Br)[CH3:16]. (2) Given the product [Cl:1][C:2]1[CH:7]=[CH:6][C:5]([S:8]([N:11]=[C:12]([N:32]2[CH2:36][CH:35]([C:37]3[CH:38]=[CH:39][CH:40]=[CH:41][CH:42]=3)[C:34]([C:43]3[CH:44]=[CH:45][C:46]([Cl:49])=[CH:47][CH:48]=3)=[N:33]2)[NH:13][CH2:14][CH2:15][CH2:16][CH2:17][CH2:18][CH2:19][C:20]([C:25]2[CH:30]=[CH:29][C:28]([F:31])=[CH:27][CH:26]=2)=[O:21])(=[O:9])=[O:10])=[CH:4][CH:3]=1, predict the reactants needed to synthesize it. The reactants are: [Cl:1][C:2]1[CH:7]=[CH:6][C:5]([S:8]([N:11]=[C:12]([N:32]2[CH2:36][CH:35]([C:37]3[CH:42]=[CH:41][CH:40]=[CH:39][CH:38]=3)[C:34]([C:43]3[CH:48]=[CH:47][C:46]([Cl:49])=[CH:45][CH:44]=3)=[N:33]2)[NH:13][CH2:14][CH2:15][CH2:16][CH2:17][CH2:18][CH2:19][C:20]([C:25]2[CH:30]=[CH:29][C:28]([F:31])=[CH:27][CH:26]=2)(OC)[O:21]C)(=[O:10])=[O:9])=[CH:4][CH:3]=1. (3) Given the product [F:1][C:2]1[CH:7]=[CH:6][CH:5]=[C:4]([O:8][CH3:9])[C:3]=1[C@@H:10]1[CH2:12][C@H:11]1[C:13]([OH:14])=[O:19], predict the reactants needed to synthesize it. The reactants are: [F:1][C:2]1[CH:7]=[CH:6][CH:5]=[C:4]([O:8][CH3:9])[C:3]=1[C@@H:10]1[CH2:12][C@H:11]1[C:13](N(OC)C)=[O:14].[OH-:19].[Na+]. (4) Given the product [CH2:1]([O:8][C:9]1[CH:10]=[CH:11][C:12]([N:13]2[CH2:16][CH2:17][CH2:18][C:19]2=[O:20])=[CH:14][CH:15]=1)[C:2]1[CH:3]=[CH:4][CH:5]=[CH:6][CH:7]=1, predict the reactants needed to synthesize it. The reactants are: [CH2:1]([O:8][C:9]1[CH:15]=[CH:14][C:12]([NH2:13])=[CH:11][CH:10]=1)[C:2]1[CH:7]=[CH:6][CH:5]=[CH:4][CH:3]=1.[C:16]1(=O)[O:20][CH2:19][CH2:18][CH2:17]1.Cl. (5) Given the product [NH2:6][C:9]1[CH:10]=[C:11]([Br:18])[C:12]2[S:16][CH:15]=[N:14][C:13]=2[CH:17]=1, predict the reactants needed to synthesize it. The reactants are: O.O.Cl[Sn]Cl.[N+:6]([C:9]1[CH:10]=[C:11]([Br:18])[C:12]2[S:16][CH:15]=[N:14][C:13]=2[CH:17]=1)([O-])=O.[OH-].[Na+].